From a dataset of Catalyst prediction with 721,799 reactions and 888 catalyst types from USPTO. Predict which catalyst facilitates the given reaction. Reactant: [CH3:1][N:2]([CH2:4][C:5]([O:7][CH2:8][CH3:9])=[O:6])[NH2:3].[CH2:10]([N:17]=[C:18]=[O:19])[C:11]1[CH:16]=[CH:15][CH:14]=[CH:13][CH:12]=1. Product: [CH3:1][N:2]([CH2:4][C:5]([O:7][CH2:8][CH3:9])=[O:6])[NH:3][C:18](=[O:19])[NH:17][CH2:10][C:11]1[CH:16]=[CH:15][CH:14]=[CH:13][CH:12]=1. The catalyst class is: 54.